Dataset: Forward reaction prediction with 1.9M reactions from USPTO patents (1976-2016). Task: Predict the product of the given reaction. (1) The product is: [NH2:1][C:2]1[CH:10]=[CH:9][C:8]([OH:11])=[CH:7][C:3]=1[C:4]([N:28]1[CH2:29][CH2:30][CH:25]([N:21]2[CH2:22][CH2:23][CH2:24][C:18]3([C:17](=[O:31])[O:16][C:15]([CH3:14])([CH3:32])[CH2:19]3)[CH2:20]2)[CH2:26][CH2:27]1)=[O:6]. Given the reactants [NH2:1][C:2]1[CH:10]=[CH:9][C:8]([OH:11])=[CH:7][C:3]=1[C:4]([OH:6])=O.Cl.Cl.[CH3:14][C:15]1([CH3:32])[CH2:19][C:18]2([CH2:24][CH2:23][CH2:22][N:21]([CH:25]3[CH2:30][CH2:29][NH:28][CH2:27][CH2:26]3)[CH2:20]2)[C:17](=[O:31])[O:16]1.C(OC(C)C)(C)C, predict the reaction product. (2) The product is: [C:15]1([C:21]2[N:1]([C:9]3[CH:10]=[CH:11][CH:12]=[CH:13][CH:14]=3)[C:27]([C:28]3[CH:29]=[CH:30][CH:31]=[CH:32][CH:33]=3)=[C:26]3[CH2:25][CH2:24][CH2:23][C:22]=23)[CH:20]=[CH:19][CH:18]=[CH:17][CH:16]=1. Given the reactants [N:1]([C:9]1[CH:14]=[CH:13][CH:12]=[CH:11][CH:10]=1)=[N:1][C:9]1[CH:14]=[CH:13][CH:12]=[CH:11][CH:10]=1.[C:15]1([C:21]#[C:22][CH2:23][CH2:24][CH2:25][C:26]#[C:27][C:28]2[CH:33]=[CH:32][CH:31]=[CH:30][CH:29]=2)[CH:20]=[CH:19][CH:18]=[CH:17][CH:16]=1.FC(F)(F)C1C=CC=CC=1, predict the reaction product. (3) Given the reactants [Br:1][C:2]1[C:3]([N:12]2[CH2:17][CH2:16][N:15]([CH2:18][C:19]3[CH:24]=[CH:23][C:22]([F:25])=[CH:21][CH:20]=3)[CH2:14][CH2:13]2)=[C:4]([N+:9]([O-])=O)[C:5]([NH2:8])=[N:6][CH:7]=1.[CH:26](=O)[C:27]1[CH:32]=[CH:31][C:30]([O:33][CH3:34])=[CH:29][CH:28]=1.[O-]S(S([O-])=O)=O.[Na+].[Na+], predict the reaction product. The product is: [Br:1][C:2]1[C:3]([N:12]2[CH2:17][CH2:16][N:15]([CH2:18][C:19]3[CH:24]=[CH:23][C:22]([F:25])=[CH:21][CH:20]=3)[CH2:14][CH2:13]2)=[C:4]2[N:9]=[C:26]([C:27]3[CH:32]=[CH:31][C:30]([O:33][CH3:34])=[CH:29][CH:28]=3)[NH:8][C:5]2=[N:6][CH:7]=1. (4) Given the reactants [N+:1]([C:4]1[CH:13]=[CH:12][CH:11]=[C:10]2[C:5]=1[CH:6]=[CH:7][C:8](Cl)=[N:9]2)([O-])=O.[F:15][C:16]1[CH:17]=[C:18]2[C:22](=[CH:23][CH:24]=1)[CH:21]([NH2:25])[CH2:20][CH2:19]2, predict the reaction product. The product is: [F:15][C:16]1[CH:17]=[C:18]2[C:22](=[CH:23][CH:24]=1)[CH:21]([NH:25][C:8]1[CH:7]=[CH:6][C:5]3[C:4]([NH2:1])=[CH:13][CH:12]=[CH:11][C:10]=3[N:9]=1)[CH2:20][CH2:19]2. (5) Given the reactants [CH2:1]([CH:3]1[NH:12][C:11]2[C:6](=[CH:7][CH:8]=[C:9]([F:13])[CH:10]=2)[N:5]2[CH:14]=[CH:15][CH:16]=[C:4]12)[CH3:2].[CH3:17][O:18][C:19]1[CH:27]=[C:26]([O:28][CH3:29])[CH:25]=[CH:24][C:20]=1[C:21](Cl)=[O:22], predict the reaction product. The product is: [CH3:17][O:18][C:19]1[CH:27]=[C:26]([O:28][CH3:29])[CH:25]=[CH:24][C:20]=1[C:21]([N:12]1[C:11]2[C:6](=[CH:7][CH:8]=[C:9]([F:13])[CH:10]=2)[N:5]2[CH:14]=[CH:15][CH:16]=[C:4]2[CH:3]1[CH2:1][CH3:2])=[O:22]. (6) Given the reactants [Cl:1][C:2]1[CH:10]=[C:9]2[C:5]([C:6]([C:12]3[N:17]=[C:16]4[C:18]([C:29](O)=[O:30])=[CH:19][N:20]([CH2:21][O:22][CH2:23][CH2:24][Si:25]([CH3:28])([CH3:27])[CH3:26])[C:15]4=[N:14][CH:13]=3)=[N:7][N:8]2[CH3:11])=[CH:4][CH:3]=1.CN(C(ON1N=N[C:42]2[CH:43]=[CH:44][CH:45]=[N:46]C1=2)=[N+](C)C)C.F[P-](F)(F)(F)(F)F.C(N(CC)C(C)C)(C)C.C1(CN)CC1, predict the reaction product. The product is: [Cl:1][C:2]1[CH:10]=[C:9]2[C:5]([C:6]([C:12]3[N:17]=[C:16]4[C:18]([C:29]([NH:46][CH2:45][CH:44]5[CH2:42][CH2:43]5)=[O:30])=[CH:19][N:20]([CH2:21][O:22][CH2:23][CH2:24][Si:25]([CH3:28])([CH3:27])[CH3:26])[C:15]4=[N:14][CH:13]=3)=[N:7][N:8]2[CH3:11])=[CH:4][CH:3]=1. (7) Given the reactants Cl.[C:2]([N:5]1[CH2:9][CH2:8][CH2:7][C@H:6]1[C:10](O)=[O:11])(=[O:4])[CH3:3].[CH2:13]([C@H:20]1[CH2:24][NH:23][C@H:22]([C:25]([NH:27][C:28]2[CH:33]=[CH:32][C:31]([O:34][C:35]3[CH:40]=[CH:39][C:38]([F:41])=[CH:37][CH:36]=3)=[CH:30][CH:29]=2)=[O:26])[CH2:21]1)[C:14]1[CH:19]=[CH:18][CH:17]=[CH:16][CH:15]=1, predict the reaction product. The product is: [C:2]([N:5]1[CH2:9][CH2:8][CH2:7][C@H:6]1[C:10]([N:23]1[CH2:24][C@H:20]([CH2:13][C:14]2[CH:15]=[CH:16][CH:17]=[CH:18][CH:19]=2)[CH2:21][C@H:22]1[C:25]([NH:27][C:28]1[CH:33]=[CH:32][C:31]([O:34][C:35]2[CH:36]=[CH:37][C:38]([F:41])=[CH:39][CH:40]=2)=[CH:30][CH:29]=1)=[O:26])=[O:11])(=[O:4])[CH3:3]. (8) Given the reactants [C:1]([CH:4]=[CH:5][C:6]1[CH:14]=[CH:13][CH:12]=[CH:11][C:7]=1[C:8]([OH:10])=[O:9])([OH:3])=[O:2], predict the reaction product. The product is: [C:1]([CH2:4][CH2:5][C:6]1[CH:14]=[CH:13][CH:12]=[CH:11][C:7]=1[C:8]([OH:10])=[O:9])([OH:3])=[O:2]. (9) Given the reactants [C:1]([C:4]1[CH:5]=[C:6]([NH:10][C:11](=[O:22])[C:12]2[CH:17]=[CH:16][CH:15]=[C:14]([C:18]([F:21])([F:20])[F:19])[CH:13]=2)[CH:7]=[CH:8][CH:9]=1)(=[O:3])[CH3:2].[CH3:23][N:24]([CH:26](OC)OC)[CH3:25], predict the reaction product. The product is: [CH3:23][N:24]([CH3:26])[CH:25]=[CH:2][C:1]([C:4]1[CH:5]=[C:6]([NH:10][C:11](=[O:22])[C:12]2[CH:17]=[CH:16][CH:15]=[C:14]([C:18]([F:19])([F:21])[F:20])[CH:13]=2)[CH:7]=[CH:8][CH:9]=1)=[O:3].